Dataset: CYP2C19 inhibition data for predicting drug metabolism from PubChem BioAssay. Task: Regression/Classification. Given a drug SMILES string, predict its absorption, distribution, metabolism, or excretion properties. Task type varies by dataset: regression for continuous measurements (e.g., permeability, clearance, half-life) or binary classification for categorical outcomes (e.g., BBB penetration, CYP inhibition). Dataset: cyp2c19_veith. (1) The drug is Cc1ccc(SCC(=O)Nc2cccc(NC(=O)c3ccco3)c2)cc1. The result is 1 (inhibitor). (2) The drug is CC1(C)OC(=O)NC1=O. The result is 0 (non-inhibitor). (3) The molecule is O=C(c1csnn1)N1CCC[C@@]2(CCN(c3ccccn3)C2)C1. The result is 0 (non-inhibitor). (4) The drug is CN1CCN(c2ncc3nc(-c4ccccc4)c(=O)n(CCC#N)c3n2)CC1. The result is 0 (non-inhibitor). (5) The result is 0 (non-inhibitor). The molecule is CN(C)CCCN1c2ccccc2Sc2ccccc21. (6) The drug is COCCNc1nc(-c2ccccc2C(F)(F)F)nc2ccccc12. The result is 1 (inhibitor). (7) The molecule is O/N=C/c1cc(Cl)ccc1OCc1cccc2ccccc12. The result is 1 (inhibitor). (8) The result is 1 (inhibitor). The compound is COC(=O)[C@@]1(Cc2ccccc2)[C@H]2c3cc(C(=O)N4CCCC4)n(Cc4ccc(C(F)(F)F)nc4)c3C[C@H]2CN1C(=O)c1ccccc1. (9) The molecule is COc1cc(C(=O)OC2C[C@@H]3CC[C@H](C2)N3C)ccc1O. The result is 0 (non-inhibitor). (10) The drug is CCCc1[nH]nc2c1C(c1ccncc1)C(C#N)=C(N)O2. The result is 1 (inhibitor).